From a dataset of NCI-60 drug combinations with 297,098 pairs across 59 cell lines. Regression. Given two drug SMILES strings and cell line genomic features, predict the synergy score measuring deviation from expected non-interaction effect. (1) Drug 1: C1=CN(C(=O)N=C1N)C2C(C(C(O2)CO)O)O.Cl. Drug 2: CCC1(C2=C(COC1=O)C(=O)N3CC4=CC5=C(C=CC(=C5CN(C)C)O)N=C4C3=C2)O.Cl. Cell line: UO-31. Synergy scores: CSS=24.9, Synergy_ZIP=-4.43, Synergy_Bliss=3.44, Synergy_Loewe=2.18, Synergy_HSA=5.04. (2) Drug 1: CC1=C2C(C(=O)C3(C(CC4C(C3C(C(C2(C)C)(CC1OC(=O)C(C(C5=CC=CC=C5)NC(=O)OC(C)(C)C)O)O)OC(=O)C6=CC=CC=C6)(CO4)OC(=O)C)OC)C)OC. Drug 2: C1CC(=O)NC(=O)C1N2C(=O)C3=CC=CC=C3C2=O. Cell line: SF-295. Synergy scores: CSS=54.1, Synergy_ZIP=12.4, Synergy_Bliss=11.3, Synergy_Loewe=-29.4, Synergy_HSA=11.5. (3) Drug 1: CC(C)NC(=O)C1=CC=C(C=C1)CNNC.Cl. Drug 2: C1C(C(OC1N2C=NC3=C2NC=NCC3O)CO)O. Cell line: NCI/ADR-RES. Synergy scores: CSS=-3.42, Synergy_ZIP=2.28, Synergy_Bliss=0.0953, Synergy_Loewe=-3.62, Synergy_HSA=-4.97. (4) Drug 2: C1C(C(OC1N2C=NC(=NC2=O)N)CO)O. Synergy scores: CSS=0.553, Synergy_ZIP=-2.34, Synergy_Bliss=-2.81, Synergy_Loewe=-12.1, Synergy_HSA=-6.27. Drug 1: C1CNP(=O)(OC1)N(CCCl)CCCl. Cell line: UO-31. (5) Drug 1: CN(C)N=NC1=C(NC=N1)C(=O)N. Drug 2: CC(C)CN1C=NC2=C1C3=CC=CC=C3N=C2N. Cell line: MDA-MB-231. Synergy scores: CSS=-1.34, Synergy_ZIP=0.751, Synergy_Bliss=1.30, Synergy_Loewe=-2.17, Synergy_HSA=-1.73. (6) Drug 1: CC1=C(C(=CC=C1)Cl)NC(=O)C2=CN=C(S2)NC3=CC(=NC(=N3)C)N4CCN(CC4)CCO. Drug 2: CNC(=O)C1=NC=CC(=C1)OC2=CC=C(C=C2)NC(=O)NC3=CC(=C(C=C3)Cl)C(F)(F)F. Cell line: K-562. Synergy scores: CSS=76.4, Synergy_ZIP=4.06, Synergy_Bliss=1.64, Synergy_Loewe=-3.59, Synergy_HSA=0.975. (7) Drug 1: CC1=C2C(C(=O)C3(C(CC4C(C3C(C(C2(C)C)(CC1OC(=O)C(C(C5=CC=CC=C5)NC(=O)C6=CC=CC=C6)O)O)OC(=O)C7=CC=CC=C7)(CO4)OC(=O)C)O)C)OC(=O)C. Drug 2: C1=CC=C(C(=C1)C(C2=CC=C(C=C2)Cl)C(Cl)Cl)Cl. Cell line: HT29. Synergy scores: CSS=8.07, Synergy_ZIP=0.409, Synergy_Bliss=1.07, Synergy_Loewe=3.03, Synergy_HSA=-0.712. (8) Cell line: COLO 205. Drug 2: C1CC(=O)NC(=O)C1N2C(=O)C3=CC=CC=C3C2=O. Drug 1: CS(=O)(=O)OCCCCOS(=O)(=O)C. Synergy scores: CSS=20.7, Synergy_ZIP=-4.89, Synergy_Bliss=-0.580, Synergy_Loewe=-4.01, Synergy_HSA=-3.36.